Task: Predict the reaction yield, written as a fraction of the theoretical maximum amount of product (1.0 means a 100% yield; for example, 0.34 means a 34% yield).. Dataset: Reaction yield outcomes from USPTO patents with 853,638 reactions The reactants are [CH3:1][S:2][C:3]1[CH:8]=[CH:7][CH:6]=[CH:5][C:4]=1[C:9]1[NH:13][CH:12]=[C:11]([CH:14]=[O:15])[CH:10]=1.ClC1C=CC=C(C(OO)=[O:24])C=1.S([O-])([O-])(=O)=S.[Na+].[Na+]. The catalyst is C(OCC)(=O)C. The product is [CH3:1][S:2]([C:3]1[CH:8]=[CH:7][CH:6]=[CH:5][C:4]=1[C:9]1[NH:13][CH:12]=[C:11]([CH:14]=[O:15])[CH:10]=1)=[O:24]. The yield is 0.750.